Dataset: Full USPTO retrosynthesis dataset with 1.9M reactions from patents (1976-2016). Task: Predict the reactants needed to synthesize the given product. Given the product [CH:1]1([C@@H:5]([N:7]([CH2:17][C:18]2[CH:23]=[CH:22][CH:21]=[CH:20][C:19]=2[CH3:24])[S:8]([C:10]([CH3:12])([CH3:11])[CH3:13])=[O:9])[CH3:6])[CH2:4][CH2:3][CH2:2]1, predict the reactants needed to synthesize it. The reactants are: [CH:1]1([C@@H:5]([NH:7][S:8]([C:10]([CH3:13])([CH3:12])[CH3:11])=[O:9])[CH3:6])[CH2:4][CH2:3][CH2:2]1.[H-].[Na+].Br[CH2:17][C:18]1[CH:23]=[CH:22][CH:21]=[CH:20][C:19]=1[CH3:24].